This data is from Catalyst prediction with 721,799 reactions and 888 catalyst types from USPTO. The task is: Predict which catalyst facilitates the given reaction. Reactant: F[C:2]1[C:11]([F:12])=[CH:10][CH:9]=[CH:8][C:3]=1[C:4]([O:6][CH3:7])=[O:5].[N:13]1([CH2:19][CH2:20][NH2:21])[CH2:18][CH2:17][CH2:16][CH2:15][CH2:14]1.CCOC(C)=O. Product: [N:13]1([CH2:19][CH2:20][NH:21][C:2]2[C:11]([F:12])=[CH:10][CH:9]=[CH:8][C:3]=2[C:4]([O:6][CH3:7])=[O:5])[CH2:18][CH2:17][CH2:16][CH2:15][CH2:14]1. The catalyst class is: 3.